From a dataset of Full USPTO retrosynthesis dataset with 1.9M reactions from patents (1976-2016). Predict the reactants needed to synthesize the given product. (1) The reactants are: [Br:1][C:2]1[C:3]([N:12]2[CH2:17][CH2:16][N:15]([CH2:18][C:19]3[N:20]=[CH:21][S:22][CH:23]=3)[CH2:14][CH2:13]2)=[C:4]([N+:9]([O-])=O)[C:5]([NH2:8])=[N:6][CH:7]=1.CCO.[O:27]1[CH2:32][CH2:31][N:30]([CH2:33][C:34]2[CH:41]=[CH:40][C:37]([CH:38]=O)=[CH:36][CH:35]=2)[CH2:29][CH2:28]1.[O-]S(S([O-])=O)=O.[Na+].[Na+]. Given the product [Br:1][C:2]1[C:3]([N:12]2[CH2:17][CH2:16][N:15]([CH2:18][C:19]3[N:20]=[CH:21][S:22][CH:23]=3)[CH2:14][CH2:13]2)=[C:4]2[N:9]=[C:38]([C:37]3[CH:36]=[CH:35][C:34]([CH2:33][N:30]4[CH2:31][CH2:32][O:27][CH2:28][CH2:29]4)=[CH:41][CH:40]=3)[NH:8][C:5]2=[N:6][CH:7]=1, predict the reactants needed to synthesize it. (2) Given the product [C:1]([O:5][C:6]([N:8]([CH3:53])[C@@H:9]([CH3:52])[C:10]([NH:12][C@@H:13]([C:48]([CH3:51])([CH3:50])[CH3:49])[C:14]([N:16]1[C@H:25]([C:26]([N:28]([CH2:37][C:38]2[CH:47]=[CH:46][C:41]([C:42]([OH:44])=[O:43])=[CH:40][CH:39]=2)[CH2:29][CH2:30][C:31]2[CH:32]=[CH:33][CH:34]=[CH:35][CH:36]=2)=[O:27])[CH2:24][C:23]2[C:18](=[CH:19][CH:20]=[CH:21][CH:22]=2)[CH2:17]1)=[O:15])=[O:11])=[O:7])([CH3:2])([CH3:4])[CH3:3], predict the reactants needed to synthesize it. The reactants are: [C:1]([O:5][C:6]([N:8]([CH3:53])[C@@H:9]([CH3:52])[C:10]([NH:12][C@@H:13]([C:48]([CH3:51])([CH3:50])[CH3:49])[C:14]([N:16]1[C@H:25]([C:26]([N:28]([CH2:37][C:38]2[CH:47]=[CH:46][C:41]([C:42]([O:44]C)=[O:43])=[CH:40][CH:39]=2)[CH2:29][CH2:30][C:31]2[CH:36]=[CH:35][CH:34]=[CH:33][CH:32]=2)=[O:27])[CH2:24][C:23]2[C:18](=[CH:19][CH:20]=[CH:21][CH:22]=2)[CH2:17]1)=[O:15])=[O:11])=[O:7])([CH3:4])([CH3:3])[CH3:2].[OH-].[Na+].Cl. (3) Given the product [CH2:1]([O:8][C:9]1[CH:14]=[CH:13][C:12]([C:15]2[N:19]([CH2:24][CH2:25][O:26][Si:27]([CH3:30])([CH3:29])[CH3:28])[N:18]=[N:17][N:16]=2)=[CH:11][C:10]=1[F:20])[C:2]1[CH:3]=[CH:4][CH:5]=[CH:6][CH:7]=1.[CH2:1]([O:8][C:9]1[CH:14]=[CH:13][C:12]([C:15]2[N:16]=[N:17][N:18]([CH2:24][CH2:25][O:26][Si:27]([CH3:30])([CH3:29])[CH3:28])[N:19]=2)=[CH:11][C:10]=1[F:20])[C:2]1[CH:3]=[CH:4][CH:5]=[CH:6][CH:7]=1, predict the reactants needed to synthesize it. The reactants are: [CH2:1]([O:8][C:9]1[CH:14]=[CH:13][C:12]([C:15]2[NH:19][N:18]=[N:17][N:16]=2)=[CH:11][C:10]=1[F:20])[C:2]1[CH:7]=[CH:6][CH:5]=[CH:4][CH:3]=1.[H-].[Na+].Br[CH2:24][CH2:25][O:26][Si:27]([CH3:30])([CH3:29])[CH3:28]. (4) Given the product [Cl:1][C:2]1[CH:10]=[N:9][CH:8]=[C:7]([Cl:11])[C:3]=1[C:4]([Cl:14])=[O:5], predict the reactants needed to synthesize it. The reactants are: [Cl:1][C:2]1[CH:10]=[N:9][CH:8]=[C:7]([Cl:11])[C:3]=1[C:4](O)=[O:5].S(Cl)([Cl:14])=O. (5) Given the product [NH2:1][C:4]1[CH:11]=[CH:10][CH:9]=[CH:8][C:5]=1[CH:6]=[O:7], predict the reactants needed to synthesize it. The reactants are: [N+:1]([C:4]1[CH:11]=[CH:10][CH:9]=[CH:8][C:5]=1[CH:6]=[O:7])([O-])=O.N.